Predict which catalyst facilitates the given reaction. From a dataset of Catalyst prediction with 721,799 reactions and 888 catalyst types from USPTO. Reactant: C(=O)([O-])[O-].[Na+].[Na+].[CH:7]([C:9]1[CH:14]=[CH:13][C:12](B(O)O)=[CH:11][CH:10]=1)=[O:8].[Cl:18][C:19]1[CH:20]=[C:21]([CH2:26][OH:27])[CH:22]=[N:23][C:24]=1Cl. Product: [Cl:18][C:19]1[C:24]([C:12]2[CH:13]=[CH:14][C:9]([CH:7]=[O:8])=[CH:10][CH:11]=2)=[N:23][CH:22]=[C:21]([CH2:26][OH:27])[CH:20]=1. The catalyst class is: 108.